The task is: Regression. Given a target protein amino acid sequence and a drug SMILES string, predict the binding affinity score between them. We predict pIC50 (pIC50 = -log10(IC50 in M); higher means more potent). Dataset: bindingdb_ic50.. This data is from Drug-target binding data from BindingDB using IC50 measurements. (1) The compound is O=C(c1cc([C@H]2CCCN2c2cc(F)cc(F)c2)c2oc(N3CCOCC3)cc(=O)c2c1)N1CCOCC1. The target protein (Q9Y259) has sequence MAAEATAVAGSGAVGGCLAKDGLQQSKCPDTTPKRRRASSLSRDAERRAYQWCREYLGGAWRRVQPEELRVYPVSGGLSNLLFRCSLPDHLPSVGEEPREVLLRLYGAILQGVDSLVLESVMFAILAERSLGPQLYGVFPEGRLEQYIPSRPLKTQELREPVLSAAIATKMAQFHGMEMPFTKEPHWLFGTMERYLKQIQDLPPTGLPEMNLLEMYSLKDEMGNLRKLLESTPSPVVFCHNDIQEGNILLLSEPENADSLMLVDFEYSSYNYRGFDIGNHFCEWVYDYTHEEWPFYKARPTDYPTQEQQLHFIRHYLAEAKKGETLSQEEQRKLEEDLLVEVSRYALASHFFWGLWSILQASMSTIEFGYLDYAQSRFQFYFQQKGQLTSVHSSS. The pIC50 is 4.3. (2) The small molecule is O=C(O)[C@@H]1CCCNC1. The target protein (P31648) has sequence MATDNSKVADGQISTEVSEAPVASDKPKTLVVKVQKKAGDLPDRDTWKGRFDFLMSCVGYAIGLGNVWRFPYLCGKNGGGAFLIPYFLTLIFAGVPLFLLECSLGQYTSIGGLGVWKLAPMFKGVGLAAAVLSFWLNIYYIVIISWAIYYLYNSFTTTLPWKQCDNPWNTDRCFSNYSLVNTTNMTSAVVEFWERNMHQMTDGLDKPGQIRWPLAITLAIAWVLVYFCIWKGVGWTGKVVYFSATYPYIMLIILFFRGVTLPGAKEGILFYITPNFRKLSDSEVWLDAATQIFFSYGLGLGSLIALGSYNSFHNNVYRDSIIVCCINSCTSMFAGFVIFSIVGFMAHVTKRSIADVAASGPGLAFLAYPEAVTQLPISPLWAILFFSMLLMLGIDSQFCTVEGFITALVDEYPRLLRNRRELFIAAVCIVSYLIGLSNITQGGIYVFKLFDYYSASGMSLLFLVFFECVSISWFYGVNRFYDNIQEMVGSRPCIWWKLCW.... The pIC50 is 3.3.